Dataset: Full USPTO retrosynthesis dataset with 1.9M reactions from patents (1976-2016). Task: Predict the reactants needed to synthesize the given product. The reactants are: [Br:1][C:2]1[CH:3]=[C:4]2[C:9](=[CH:10][CH:11]=1)[N:8]=[C:7]([C:12]1[CH:17]=[CH:16][CH:15]=[CH:14][C:13]=1[OH:18])[N:6]=[C:5]2Cl.C(N(CC)CC)C.[OH:27][C@H:28]([CH2:37][CH:38]([CH3:40])[CH3:39])[C:29]([N:31]1[CH2:36][CH2:35][NH:34][CH2:33][CH2:32]1)=[O:30]. Given the product [Br:1][C:2]1[CH:3]=[C:4]2[C:9](=[CH:10][CH:11]=1)[N:8]=[C:7]([C:12]1[CH:17]=[CH:16][CH:15]=[CH:14][C:13]=1[OH:18])[N:6]=[C:5]2[N:34]1[CH2:33][CH2:32][N:31]([C:29](=[O:30])[C@H:28]([OH:27])[CH2:37][CH:38]([CH3:39])[CH3:40])[CH2:36][CH2:35]1, predict the reactants needed to synthesize it.